Dataset: Peptide-MHC class II binding affinity with 134,281 pairs from IEDB. Task: Regression. Given a peptide amino acid sequence and an MHC pseudo amino acid sequence, predict their binding affinity value. This is MHC class II binding data. (1) The peptide sequence is GEVQIVDKIDAAFKI. The MHC is DRB1_0404 with pseudo-sequence DRB1_0404. The binding affinity (normalized) is 0.499. (2) The peptide sequence is GELQVVDKIDAAFKI. The MHC is DRB1_1201 with pseudo-sequence DRB1_1201. The binding affinity (normalized) is 0.553. (3) The peptide sequence is GELQIGDKIDAAFKI. The MHC is DRB1_0701 with pseudo-sequence DRB1_0701. The binding affinity (normalized) is 0.639. (4) The peptide sequence is DKFTVFEAAFNDAIK. The MHC is DRB3_0101 with pseudo-sequence DRB3_0101. The binding affinity (normalized) is 0.362. (5) The peptide sequence is VRYTTEGGTKTEAEDVIPEG. The MHC is HLA-DPA10301-DPB10402 with pseudo-sequence HLA-DPA10301-DPB10402. The binding affinity (normalized) is 0.0495. (6) The peptide sequence is ATTANVPPADKYKTF. The MHC is DRB4_0101 with pseudo-sequence DRB4_0103. The binding affinity (normalized) is 0. (7) The peptide sequence is TFHVEKGSNPNYLALLVKYVNGDGD. The MHC is HLA-DQA10401-DQB10402 with pseudo-sequence HLA-DQA10401-DQB10402. The binding affinity (normalized) is 0.0869. (8) The peptide sequence is ASTGGAYESYKFIPA. The MHC is HLA-DQA10104-DQB10503 with pseudo-sequence HLA-DQA10104-DQB10503. The binding affinity (normalized) is 0.145. (9) The peptide sequence is TASWFTALTQHGKEE. The MHC is DRB1_0301 with pseudo-sequence DRB1_0301. The binding affinity (normalized) is 0.0672. (10) The peptide sequence is GLVPKLDAAYSVAYK. The MHC is HLA-DPA10103-DPB10301 with pseudo-sequence HLA-DPA10103-DPB10301. The binding affinity (normalized) is 0.297.